Predict the reactants needed to synthesize the given product. From a dataset of Full USPTO retrosynthesis dataset with 1.9M reactions from patents (1976-2016). (1) Given the product [Cl:1][C:2]1[CH:3]=[CH:4][C:5]([CH2:6][N:7]2[C:15]3[C:10](=[CH:11][CH:12]=[CH:13][CH:14]=3)[CH:9]=[C:8]2[C:16]([N:18]2[CH2:23][CH2:22][CH:21]([C:24]([NH:52][CH:53]3[CH2:61][C:60]4[C:55](=[CH:56][CH:57]=[CH:58][CH:59]=4)[CH2:54]3)=[O:26])[CH2:20][CH2:19]2)=[O:17])=[CH:27][CH:28]=1, predict the reactants needed to synthesize it. The reactants are: [Cl:1][C:2]1[CH:28]=[CH:27][C:5]([CH2:6][N:7]2[C:15]3[C:10](=[CH:11][CH:12]=[CH:13][CH:14]=3)[CH:9]=[C:8]2[C:16]([N:18]2[CH2:23][CH2:22][CH:21]([C:24]([OH:26])=O)[CH2:20][CH2:19]2)=[O:17])=[CH:4][CH:3]=1.CCN(C(C)C)C(C)C.C(Cl)CCl.C1C=CC2N(O)N=NC=2C=1.[NH2:52][CH:53]1[CH2:61][C:60]2[C:55](=[CH:56][CH:57]=[CH:58][CH:59]=2)[CH2:54]1. (2) Given the product [F:1][C:2]1[C:10]2[N:6]([C:7]([C:44]3[CH:49]=[CH:48][CH:47]=[CH:46][N:45]=3)=[C:8]([C:11]([O:13][CH2:14][CH3:15])=[O:12])[CH:9]=2)[CH:5]=[CH:4][CH:3]=1, predict the reactants needed to synthesize it. The reactants are: [F:1][C:2]1[C:10]2[N:6]([CH:7]=[C:8]([C:11]([O:13][CH2:14][CH3:15])=[O:12])[CH:9]=2)[CH:5]=[CH:4][CH:3]=1.F[B-](F)(F)F.C1(P(C2CCCC2)C2CCCC2)CCCC1.C([O-])([O-])=O.[Cs+].[Cs+].Cl[C:44]1[CH:49]=[CH:48][CH:47]=[CH:46][N:45]=1. (3) Given the product [CH3:40][O:41][C:35](=[O:36])[CH2:31][C:32]([NH:1][C:2]1[CH:3]=[C:4]([Cl:29])[C:5]([O:6][C:7]2[CH:8]=[CH:9][C:10]([OH:25])=[C:11]([C:12](=[O:13])[NH:14][CH2:15][CH2:16][CH2:17][CH2:18][CH2:19][CH2:20][CH2:21][CH2:22][CH3:23])[CH:24]=2)=[C:26]([Cl:28])[CH:27]=1)=[O:33], predict the reactants needed to synthesize it. The reactants are: [NH2:1][C:2]1[CH:27]=[C:26]([Cl:28])[C:5]([O:6][C:7]2[CH:8]=[CH:9][C:10]([OH:25])=[C:11]([CH:24]=2)[C:12]([NH:14][CH2:15][CH2:16][CH2:17][CH2:18][CH2:19][CH2:20][CH2:21][CH2:22][CH3:23])=[O:13])=[C:4]([Cl:29])[CH:3]=1.C[CH:31]([C:35](Cl)=[O:36])[C:32](Cl)=[O:33].C1C[O:41][CH2:40]C1. (4) Given the product [CH2:1]([O:3][C:4](=[O:16])[C:5]1[CH:6]=[CH:7][C:8]([OH:11])=[C:9]([CH2:6][C:5]([CH3:10])=[CH2:4])[CH:10]=1)[CH3:2], predict the reactants needed to synthesize it. The reactants are: [CH2:1]([O:3][C:4](=[O:16])[C:5]1[CH:10]=[CH:9][C:8]([O:11]CC(C)=C)=[CH:7][CH:6]=1)[CH3:2].[OH-].[Na+]. (5) Given the product [CH:1]([N:4]1[CH2:5][CH2:6][CH:7]([C:10]([OH:12])=[O:11])[CH2:8][CH2:9]1)([CH3:3])[CH3:2], predict the reactants needed to synthesize it. The reactants are: [CH:1]([N:4]1[CH2:9][CH2:8][CH:7]([C:10]([O:12]CC)=[O:11])[CH2:6][CH2:5]1)([CH3:3])[CH3:2].[OH-].[Na+].Cl. (6) Given the product [OH:26][CH2:27][CH2:28][C:29]1[CH:30]=[C:31]([CH2:34][N:35]2[CH2:36][CH2:37][C:38]3([O:43][CH2:42][CH2:41][N:40]([C:44]([C:46]4[S:47][C:48]([CH3:51])=[CH:49][CH:50]=4)=[O:45])[CH2:39]3)[CH2:52][CH2:53]2)[S:32][CH:33]=1, predict the reactants needed to synthesize it. The reactants are: [F-].C([N+](CCCC)(CCCC)CCCC)CCC.[Si]([O:26][CH2:27][CH2:28][C:29]1[CH:30]=[C:31]([CH2:34][N:35]2[CH2:53][CH2:52][C:38]3([O:43][CH2:42][CH2:41][N:40]([C:44]([C:46]4[S:47][C:48]([CH3:51])=[CH:49][CH:50]=4)=[O:45])[CH2:39]3)[CH2:37][CH2:36]2)[S:32][CH:33]=1)(C(C)(C)C)(C)C.